This data is from Catalyst prediction with 721,799 reactions and 888 catalyst types from USPTO. The task is: Predict which catalyst facilitates the given reaction. (1) Reactant: C([O:3][C:4](=[O:33])[CH2:5][C:6]1[N:7]=[C:8]([NH:11][C:12](=[O:32])[CH2:13][S:14][CH:15]2[C:19]([CH3:20])=[C:18]([CH3:21])[C:17](=[O:22])[N:16]2[CH2:23][C:24]2[CH:29]=[CH:28][C:27]([O:30][CH3:31])=[CH:26][CH:25]=2)[S:9][CH:10]=1)C.[Li+].[OH-].Cl. Product: [CH3:31][O:30][C:27]1[CH:26]=[CH:25][C:24]([CH2:23][N:16]2[C:17](=[O:22])[C:18]([CH3:21])=[C:19]([CH3:20])[CH:15]2[S:14][CH2:13][C:12]([NH:11][C:8]2[S:9][CH:10]=[C:6]([CH2:5][C:4]([OH:33])=[O:3])[N:7]=2)=[O:32])=[CH:29][CH:28]=1. The catalyst class is: 249. (2) Reactant: [CH:1]([C:4]1[CH:10]=[CH:9][CH:8]=[C:7]([CH:11]([CH3:13])[CH3:12])[C:5]=1[NH2:6])([CH3:3])[CH3:2].Cl[C:15]1[CH:32]=[C:19]2[C:20]3[C:25]([CH2:26][CH2:27][N:18]2[C:17](=[O:33])[N:16]=1)=[CH:24][C:23]([O:28][CH3:29])=[C:22]([O:30][CH3:31])[CH:21]=3. Product: [CH:11]([C:7]1[CH:8]=[CH:9][CH:10]=[C:4]([CH:1]([CH3:3])[CH3:2])[C:5]=1[N:6]=[C:15]1[CH:32]=[C:19]2[C:20]3[C:25]([CH2:26][CH2:27][N:18]2[C:17](=[O:33])[NH:16]1)=[CH:24][C:23]([O:28][CH3:29])=[C:22]([O:30][CH3:31])[CH:21]=3)([CH3:13])[CH3:12]. The catalyst class is: 41. (3) Reactant: [C:1]([O:10]C)(=O)[C:2]1[C:3](=[CH:5][CH:6]=[CH:7][CH:8]=1)[SH:4].[C:12]([C:14]1[CH:19]=[CH:18][CH:17]=[C:16]([S:20][CH2:21][CH3:22])[N:15]=1)#[N:13].C(N(CC)CC)C. Product: [CH2:21]([S:20][C:16]1[N:15]=[C:14]([C:12]2[S:4][C:3]3[CH:5]=[CH:6][CH:7]=[CH:8][C:2]=3[C:1](=[O:10])[N:13]=2)[CH:19]=[CH:18][CH:17]=1)[CH3:22]. The catalyst class is: 11. (4) The catalyst class is: 4. Reactant: FC(F)(F)C(O)=O.C([O:12][C:13](=[O:31])[CH:14]([P:23]([O:28][CH2:29][CH3:30])([O:25][CH2:26][CH3:27])=[O:24])[CH2:15][CH2:16][C:17]1[CH:22]=[CH:21][CH:20]=[CH:19][CH:18]=1)(C)(C)C. Product: [CH2:29]([O:28][P:23]([CH:14]([CH2:15][CH2:16][C:17]1[CH:18]=[CH:19][CH:20]=[CH:21][CH:22]=1)[C:13]([OH:31])=[O:12])([O:25][CH2:26][CH3:27])=[O:24])[CH3:30]. (5) Reactant: [CH3:1][C:2]1[CH:7]=[CH:6][N:5]=[CH:4][C:3]=1[N:8]1[CH2:12][CH2:11][NH:10][C:9]1=[O:13].Br[C:15]1[CH:24]=[CH:23][C:18]2[O:19][CH2:20][CH2:21][O:22][C:17]=2[CH:16]=1.N[C@@H]1CCCC[C@H]1N.C(=O)([O-])[O-].[K+].[K+]. Product: [O:19]1[C:18]2[CH:23]=[CH:24][C:15]([N:10]3[CH2:11][CH2:12][N:8]([C:3]4[CH:4]=[N:5][CH:6]=[CH:7][C:2]=4[CH3:1])[C:9]3=[O:13])=[CH:16][C:17]=2[O:22][CH2:21][CH2:20]1. The catalyst class is: 246.